This data is from Blood-brain barrier permeability classification from the B3DB database. The task is: Regression/Classification. Given a drug SMILES string, predict its absorption, distribution, metabolism, or excretion properties. Task type varies by dataset: regression for continuous measurements (e.g., permeability, clearance, half-life) or binary classification for categorical outcomes (e.g., BBB penetration, CYP inhibition). Dataset: b3db_classification. The compound is CCC(=O)N(c1ccccc1)[C@]1(C(=O)OC)CCN(CCc2ccccc2)C[C@@H]1C. The result is 1 (penetrates BBB).